Dataset: Peptide-MHC class I binding affinity with 185,985 pairs from IEDB/IMGT. Task: Regression. Given a peptide amino acid sequence and an MHC pseudo amino acid sequence, predict their binding affinity value. This is MHC class I binding data. (1) The peptide sequence is CRGEFLYCK. The MHC is Mamu-B03 with pseudo-sequence YSSEYEENAGHTDADNLYLTYHYYTWAEVAYTWY. The binding affinity (normalized) is 0.256. (2) The binding affinity (normalized) is 0.0847. The peptide sequence is KPKLARGEL. The MHC is HLA-A11:01 with pseudo-sequence HLA-A11:01. (3) The peptide sequence is NGYRWQHQI. The MHC is HLA-B15:01 with pseudo-sequence HLA-B15:01. The binding affinity (normalized) is 0.0847. (4) The peptide sequence is EIVAEYITY. The MHC is HLA-B15:01 with pseudo-sequence HLA-B15:01. The binding affinity (normalized) is 0.533. (5) The peptide sequence is TQMKSLVTK. The MHC is HLA-A03:01 with pseudo-sequence HLA-A03:01. The binding affinity (normalized) is 0.756. (6) The peptide sequence is YTVKYPNE. The MHC is H-2-Db with pseudo-sequence H-2-Db. The binding affinity (normalized) is 0.